This data is from Forward reaction prediction with 1.9M reactions from USPTO patents (1976-2016). The task is: Predict the product of the given reaction. Given the reactants [CH3:1][N+:2]([CH3:5])([CH3:4])[CH3:3].[OH-:6].[NH2:7][C:8]1[CH:13]=[CH:12][CH:11]=[CH:10][CH:9]=1, predict the reaction product. The product is: [CH3:1][NH:2][C:5]1[CH:12]=[CH:13][CH:8]=[CH:9][CH:10]=1.[CH3:1][N+:2]([CH3:5])([CH3:4])[CH3:3].[OH-:6].[NH2:7][C:8]1[CH:13]=[CH:12][CH:11]=[CH:10][CH:9]=1.